From a dataset of Forward reaction prediction with 1.9M reactions from USPTO patents (1976-2016). Predict the product of the given reaction. (1) Given the reactants [C:1]([O:9][CH2:10][C@@H:11]1[C:15]([O:17][C:18](=[O:20])[CH3:19])([CH3:16])[C@:14]([F:22])([CH3:21])[CH:13]([N:23]2[CH:31]=[N:30][C:29]3[C:24]2=[N:25][CH:26]=[N:27][C:28]=3Cl)[O:12]1)(=[O:8])[C:2]1[CH:7]=[CH:6][CH:5]=[CH:4][CH:3]=1.[CH3:33][O:34][C:35]1[CH:36]=[C:37]([CH:40]=[CH:41][CH:42]=1)[CH2:38][NH2:39].O, predict the reaction product. The product is: [C:1]([O:9][CH2:10][C@@H:11]1[C:15]([O:17][C:18](=[O:20])[CH3:19])([CH3:16])[C@:14]([F:22])([CH3:21])[CH:13]([N:23]2[CH:31]=[N:30][C:29]3[C:24]2=[N:25][CH:26]=[N:27][C:28]=3[NH:39][CH2:38][C:37]2[CH:40]=[CH:41][CH:42]=[C:35]([O:34][CH3:33])[CH:36]=2)[O:12]1)(=[O:8])[C:2]1[CH:7]=[CH:6][CH:5]=[CH:4][CH:3]=1. (2) Given the reactants NC1C=CC([C:8]2[C:13]([S:14]([NH2:17])(=[O:16])=[O:15])=[CH:12][CH:11]=[C:10]([NH2:18])[CH:9]=2)=CC=1.[F:19][C:20]1[C:25]([N:26]=[C:27]=[O:28])=[C:24]([F:29])[C:23]([F:30])=[C:22]([F:31])[C:21]=1[F:32].[K+].[Br-].NC(N)=O, predict the reaction product. The product is: [F:19][C:20]1[C:25]([NH:26][C:27]([NH:18][C:10]2[CH:9]=[CH:8][C:13]([S:14]([NH2:17])(=[O:15])=[O:16])=[CH:12][CH:11]=2)=[O:28])=[C:24]([F:29])[C:23]([F:30])=[C:22]([F:31])[C:21]=1[F:32]. (3) Given the reactants [F:1][C:2]1[CH:7]=[CH:6][C:5]([F:8])=[CH:4][C:3]=1[OH:9].Cl[CH:11]([C:14]1[NH:15][CH2:16][CH2:17][N:18]=1)[CH2:12][CH3:13].C(=O)([O-])[O-].[K+].[K+].C1OCCOCCOCCOCCOCCOC1.[I-].[K+].Cl, predict the reaction product. The product is: [F:1][C:2]1[CH:7]=[CH:6][C:5]([F:8])=[CH:4][C:3]=1[O:9][CH:11]([C:14]1[NH:18][CH2:17][CH2:16][N:15]=1)[CH2:12][CH3:13]. (4) The product is: [CH2:2]([O:4][C:5]([C:7]1[N:8]=[C:9]([NH2:1])[N:10]([CH3:22])[C:11](=[O:21])[C:12]=1[O:13][CH2:14][C:15]1[CH:20]=[CH:19][CH:18]=[CH:17][CH:16]=1)=[O:6])[CH3:3]. Given the reactants [NH3:1].[CH2:2]([O:4][C:5]([C:7]1[N:8]=[C:9](S(C)(=O)=O)[N:10]([CH3:22])[C:11](=[O:21])[C:12]=1[O:13][CH2:14][C:15]1[CH:20]=[CH:19][CH:18]=[CH:17][CH:16]=1)=[O:6])[CH3:3], predict the reaction product. (5) Given the reactants [Cl:1][C:2]1[CH:7]=[CH:6][C:5]([N+:8]([O-:10])=[O:9])=[CH:4][C:3]=1[OH:11].Br[CH2:13][CH2:14][O:15][CH3:16].C(=O)([O-])[O-].[K+].[K+].C([O-])(O)=O.[Na+], predict the reaction product. The product is: [Cl:1][C:2]1[CH:7]=[CH:6][C:5]([N+:8]([O-:10])=[O:9])=[CH:4][C:3]=1[O:11][CH2:13][CH2:14][O:15][CH3:16]. (6) Given the reactants [S:1](Cl)([C:4]1[CH:10]=[CH:9][C:7]([CH3:8])=[CH:6][CH:5]=1)(=[O:3])=[O:2].Cl.[CH2:13]([O:15][C:16](=[O:19])[CH2:17][NH2:18])[CH3:14].N1C=CC=CC=1, predict the reaction product. The product is: [CH2:13]([O:15][C:16](=[O:19])[CH2:17][NH:18][S:1]([C:4]1[CH:10]=[CH:9][C:7]([CH3:8])=[CH:6][CH:5]=1)(=[O:3])=[O:2])[CH3:14].